Dataset: Full USPTO retrosynthesis dataset with 1.9M reactions from patents (1976-2016). Task: Predict the reactants needed to synthesize the given product. (1) Given the product [Cl:26][C:24]1[CH:25]=[C:20]([C:8]2[CH:7]=[C:6]3[C:11]([O:12][CH:13]4[CH:18]([C:5]53[CH2:4][O:3][C:2]([NH2:1])=[N:27]5)[CH2:17][CH:16]([N:28]3[CH2:32][CH2:31][CH2:30][CH2:29]3)[CH2:15][CH2:14]4)=[CH:10][CH:9]=2)[CH:21]=[N:22][CH:23]=1, predict the reactants needed to synthesize it. The reactants are: [NH2:1][C:2]1[O:3][CH2:4][C:5]2([N:27]=1)[CH:18]1[CH:13]([CH2:14][CH2:15][C:16](=O)[CH2:17]1)[O:12][C:11]1[C:6]2=[CH:7][C:8]([C:20]2[CH:21]=[N:22][CH:23]=[C:24]([Cl:26])[CH:25]=2)=[CH:9][CH:10]=1.[NH:28]1[CH2:32][CH2:31][CH2:30][CH2:29]1.[BH-](OC(C)=O)(OC(C)=O)OC(C)=O.[Na+]. (2) Given the product [Cl:1][C:2]1[N:3]=[C:4]([NH:21][C:22]2([CH2:25][OH:26])[CH2:24][CH2:23]2)[C:5]2[S:10][CH2:9][CH2:8][C:6]=2[N:7]=1, predict the reactants needed to synthesize it. The reactants are: [Cl:1][C:2]1[N:3]=[C:4](Cl)[C:5]2[S:10][CH2:9][CH2:8][C:6]=2[N:7]=1.C(N(C(C)C)CC)(C)C.[NH2:21][C:22]1([CH2:25][OH:26])[CH2:24][CH2:23]1. (3) Given the product [CH3:28][O:27][C:24]1[N:23]=[C:22]([O:29][CH3:30])[C:21]([C:20]2[CH:11]([C:8]3[CH:9]=[CH:10][C:5]([O:4][CH2:3][CH2:2][N:41]4[CH2:45][CH2:44][CH2:43][CH2:42]4)=[CH:6][CH:7]=3)[O:12][C:13]3[C:18]([C:19]=2[CH3:31])=[CH:17][CH:16]=[C:15]([OH:32])[CH:14]=3)=[CH:26][N:25]=1, predict the reactants needed to synthesize it. The reactants are: Cl[CH2:2][CH2:3][O:4][C:5]1[CH:10]=[CH:9][C:8]([CH:11]2[C:20]([C:21]3[C:22]([O:29][CH3:30])=[N:23][C:24]([O:27][CH3:28])=[N:25][CH:26]=3)=[C:19]([CH3:31])[C:18]3[C:13](=[CH:14][C:15]([O:32]COCC[Si](C)(C)C)=[CH:16][CH:17]=3)[O:12]2)=[CH:7][CH:6]=1.[NH:41]1[CH2:45][CH2:44][CH2:43][CH2:42]1. (4) Given the product [CH2:23]([O:24][C:17](=[O:25])[NH:14][C:5]1[CH:9]=[CH:10][C:2]([Br:1])=[C:3]([CH3:11])[CH:4]=1)[CH3:22], predict the reactants needed to synthesize it. The reactants are: [Br:1][C:2]1[CH:10]=[CH:9][C:5](C(O)=O)=[CH:4][C:3]=1[CH3:11].C([N:14]([CH2:17]C)CC)C.[N-]=[N+]=[N-].[CH3:22][CH2:23][OH:24].[O:25]1CCOCC1. (5) Given the product [Br:10][C:7]1[CH:8]=[CH:9][C:4]([C:2](=[O:3])[CH:1]=[CH:15][C:14]2[CH:17]=[C:18]([CH3:21])[C:19]([OH:20])=[C:12]([CH3:11])[CH:13]=2)=[CH:5][CH:6]=1, predict the reactants needed to synthesize it. The reactants are: [CH3:1][C:2]([C:4]1[CH:9]=[CH:8][C:7]([Br:10])=[CH:6][CH:5]=1)=[O:3].[CH3:11][C:12]1[CH:13]=[C:14]([CH:17]=[C:18]([CH3:21])[C:19]=1[OH:20])[CH:15]=O. (6) Given the product [Cl:1][C:2]1[CH:7]=[CH:6][C:5]([C:8]2[CH:9]=[CH:10][C:11]([CH2:28][CH3:29])=[C:12]([C:14]3[C:15](=[O:16])[N:17]([CH3:26])[N:18]=[C:19]([CH3:25])[C:20]=3[S:21]([CH3:24])(=[O:23])=[O:22])[CH:13]=2)=[CH:4][CH:3]=1.[Cl:40][C:2]1[CH:7]=[CH:6][C:5]([C:8]2[CH:9]=[CH:10][C:11]([CH2:28][CH3:29])=[C:12]([C:14]3[C:15](=[O:38])[N:17]([CH3:26])[N:18]=[C:19]([CH3:25])[C:20]=3[O:37][CH3:30])[CH:13]=2)=[CH:4][CH:3]=1, predict the reactants needed to synthesize it. The reactants are: [Cl:1][C:2]1[CH:7]=[CH:6][C:5]([C:8]2[CH:9]=[CH:10][C:11]([CH2:28][CH3:29])=[C:12]([C:14](=O)[C:15]([N:17]([CH3:26])[N:18]=[C:19]([CH3:25])[CH2:20][S:21]([CH3:24])(=[O:23])=[O:22])=[O:16])[CH:13]=2)=[CH:4][CH:3]=1.[C:30]1(C)C=CC=CC=1.[OH2:37].[OH-:38].[Li+].[ClH:40]. (7) Given the product [CH2:1]([NH:3][C:4]([NH:6][C:7]1[CH:8]=[CH:9][C:10]([C:13]2[N:14]=[C:15]([N:23]3[CH2:24][CH2:25][O:26][CH2:27][CH2:28]3)[C:16]3[CH2:22][CH2:21][N:20]([C:33]([C:30]4([CH3:29])[CH2:32][CH2:31]4)=[O:34])[CH2:19][C:17]=3[N:18]=2)=[CH:11][CH:12]=1)=[O:5])[CH3:2], predict the reactants needed to synthesize it. The reactants are: [CH2:1]([NH:3][C:4]([NH:6][C:7]1[CH:12]=[CH:11][C:10]([C:13]2[N:14]=[C:15]([N:23]3[CH2:28][CH2:27][O:26][CH2:25][CH2:24]3)[C:16]3[CH2:22][CH2:21][NH:20][CH2:19][C:17]=3[N:18]=2)=[CH:9][CH:8]=1)=[O:5])[CH3:2].[CH3:29][C:30]1([C:33](O)=[O:34])[CH2:32][CH2:31]1.